This data is from Reaction yield outcomes from USPTO patents with 853,638 reactions. The task is: Predict the reaction yield, written as a fraction of the theoretical maximum amount of product (1.0 means a 100% yield; for example, 0.34 means a 34% yield). The reactants are C[Si](Cl)(C)C.Cl[C:7]([F:18])([F:17])[C:8]([C:10]1[CH:15]=[CH:14][CH:13]=[CH:12][C:11]=1[CH3:16])=[O:9].[I:19]I.O. The yield is 0.460. The catalyst is C(#N)C.[Zn]. The product is [F:17][C:7]([F:18])([I:19])[C:8]([C:10]1[CH:15]=[CH:14][CH:13]=[CH:12][C:11]=1[CH3:16])=[O:9].